Dataset: Reaction yield outcomes from USPTO patents with 853,638 reactions. Task: Predict the reaction yield, written as a fraction of the theoretical maximum amount of product (1.0 means a 100% yield; for example, 0.34 means a 34% yield). The reactants are [CH3:1][C:2]1[CH:15]=[CH:14][C:5]([O:6][C:7]2[CH:12]=[CH:11][C:10]([OH:13])=[CH:9][CH:8]=2)=[C:4]([N+:16]([O-])=O)[CH:3]=1.Cl[Sn]Cl. No catalyst specified. The product is [NH2:16][C:4]1[CH:3]=[C:2]([CH3:1])[CH:15]=[CH:14][C:5]=1[O:6][C:7]1[CH:8]=[CH:9][C:10]([OH:13])=[CH:11][CH:12]=1. The yield is 0.860.